Dataset: Full USPTO retrosynthesis dataset with 1.9M reactions from patents (1976-2016). Task: Predict the reactants needed to synthesize the given product. (1) The reactants are: [Li]CCCC.CCCCCC.CC1(C)CCCC(C)(C)N1.C[Si](C)(C)[N:24]1[CH2:30][CH2:29][CH2:28][CH2:27][CH2:26][C:25]1=[O:31].Cl[C:35]1[CH:40]=[CH:39][CH:38]=[CH:37][C:36]=1[O:41][CH3:42]. Given the product [CH3:42][O:41][C:36]1[CH:35]=[C:40]([CH:26]2[CH2:27][CH2:28][CH2:29][CH2:30][NH:24][C:25]2=[O:31])[CH:39]=[CH:38][CH:37]=1, predict the reactants needed to synthesize it. (2) The reactants are: C1(S([N:10]2[C:14]3=[N:15][CH:16]=[C:17]([O:19][CH2:20][C:21]([N:23]([CH3:25])[CH3:24])=[O:22])[CH:18]=[C:13]3[CH:12]=[C:11]2[C:26]([C:33]2[CH:38]=[CH:37][C:36]([S:39]([CH3:42])(=[O:41])=[O:40])=[CH:35][CH:34]=2)=[CH:27][CH:28]2[CH2:32][CH2:31][CH2:30][CH2:29]2)(=O)=O)C=CC=CC=1.[F-].C([N+](CCCC)(CCCC)CCCC)CCC. Given the product [CH:28]1([CH:27]=[C:26]([C:11]2[NH:10][C:14]3=[N:15][CH:16]=[C:17]([O:19][CH2:20][C:21]([N:23]([CH3:24])[CH3:25])=[O:22])[CH:18]=[C:13]3[CH:12]=2)[C:33]2[CH:38]=[CH:37][C:36]([S:39]([CH3:42])(=[O:40])=[O:41])=[CH:35][CH:34]=2)[CH2:32][CH2:31][CH2:30][CH2:29]1, predict the reactants needed to synthesize it. (3) Given the product [C:8]([C:5]1[N:6]=[N:7][C:2]([NH:20][C@@H:21]2[CH2:26][CH2:25][CH2:24][CH2:23][C@@H:22]2[NH:27][C:28](=[O:34])[O:29][C:30]([CH3:32])([CH3:31])[CH3:33])=[CH:3][C:4]=1[NH:11][C:12]1[CH:17]=[C:16]([CH3:18])[CH:15]=[C:14]([CH3:19])[CH:13]=1)(=[O:9])[NH2:10], predict the reactants needed to synthesize it. The reactants are: Cl[C:2]1[N:7]=[N:6][C:5]([C:8]([NH2:10])=[O:9])=[C:4]([NH:11][C:12]2[CH:17]=[C:16]([CH3:18])[CH:15]=[C:14]([CH3:19])[CH:13]=2)[CH:3]=1.[NH2:20][C@@H:21]1[CH2:26][CH2:25][CH2:24][CH2:23][C@@H:22]1[NH:27][C:28](=[O:34])[O:29][C:30]([CH3:33])([CH3:32])[CH3:31]. (4) Given the product [C:21]([C:4]1[CH:3]=[CH:2][C:1]([C:7]2[NH:8][C:9]3[CH:10]=[CH:11][CH:12]=[C:13]4[C:19](=[O:20])[NH:18][CH2:17][CH2:16][C:15]=2[C:14]=34)=[CH:6][CH:5]=1)([CH3:24])([CH3:23])[CH3:22], predict the reactants needed to synthesize it. The reactants are: [C:1]1([C:7]2[NH:8][C:9]3[CH:10]=[CH:11][CH:12]=[C:13]4[C:19](=[O:20])[NH:18][CH2:17][CH2:16][C:15]=2[C:14]=34)[CH:6]=[CH:5][CH:4]=[CH:3][CH:2]=1.[C:21](C1C=CC(B(O)O)=CC=1)([CH3:24])([CH3:23])[CH3:22]. (5) Given the product [Si:12]([O:11][CH:9]1[CH2:10][CH:6]([N:26]2[C:27]3[CH:28]=[CH:29][CH:30]=[C:21]([Cl:20])[C:22]=3[C:23]3=[N:34][O:33][C:32]([CH3:35])=[C:24]3[C:25]2=[O:31])[CH:7]=[CH:8]1)([C:15]([CH3:16])([CH3:17])[CH3:18])([CH3:13])[CH3:14], predict the reactants needed to synthesize it. The reactants are: C(OO[CH:6]1[CH2:10][CH:9]([O:11][Si:12]([C:15]([CH3:18])([CH3:17])[CH3:16])([CH3:14])[CH3:13])[CH:8]=[CH:7]1)(=O)C.[K].[Cl:20][C:21]1[C:22]2[C:23]3[C:24](=[C:32]([CH3:35])[O:33][N:34]=3)[C:25](=[O:31])[NH:26][C:27]=2[CH:28]=[CH:29][CH:30]=1.